From a dataset of Forward reaction prediction with 1.9M reactions from USPTO patents (1976-2016). Predict the product of the given reaction. (1) The product is: [NH:8]1[C:3]2[CH:4]=[CH:5][CH:6]=[CH:7][C:2]=2[N:1]=[C:9]1[NH:11][CH2:12][CH:13]1[CH2:18][CH2:17][N:16]([CH2:19][C:20]2[CH:25]=[CH:24][C:23]([Cl:26])=[C:22]([Cl:27])[CH:21]=2)[CH2:15][CH2:14]1. Given the reactants [NH2:1][C:2]1[CH:7]=[CH:6][CH:5]=[CH:4][C:3]=1[NH:8][C:9]([NH:11][CH2:12][CH:13]1[CH2:18][CH2:17][N:16]([CH2:19][C:20]2[CH:25]=[CH:24][C:23]([Cl:26])=[C:22]([Cl:27])[CH:21]=2)[CH2:15][CH2:14]1)=S.[S], predict the reaction product. (2) Given the reactants [H-].[Na+].[S:3]1[CH2:8][CH2:7][CH2:6][S:5][CH:4]1[C:9]([O:11][CH2:12][CH3:13])=[O:10].Br[CH2:15][CH:16]1[CH2:18][CH2:17]1.[Cl-].[NH4+], predict the reaction product. The product is: [CH2:12]([O:11][C:9]([C:4]1([CH2:15][CH:16]2[CH2:18][CH2:17]2)[S:5][CH2:6][CH2:7][CH2:8][S:3]1)=[O:10])[CH3:13]. (3) Given the reactants [Cl:1][C:2]1[CH:7]=[CH:6][C:5]([CH:8]([NH:19][C:20]2[CH:21]=[CH:22][C:23]3[O:27][N:26]=[C:25]([CH3:28])[C:24]=3[CH:29]=2)[C:9]2[C:10]([C:16]([OH:18])=O)=[N:11][N:12]([CH3:15])[C:13]=2[CH3:14])=[CH:4][CH:3]=1, predict the reaction product. The product is: [Cl:1][C:2]1[CH:7]=[CH:6][C:5]([CH:8]2[C:9]3[C:10](=[N:11][N:12]([CH3:15])[C:13]=3[CH3:14])[C:16](=[O:18])[N:19]2[C:20]2[CH:21]=[CH:22][C:23]3[O:27][N:26]=[C:25]([CH3:28])[C:24]=3[CH:29]=2)=[CH:4][CH:3]=1. (4) The product is: [Cl:1][C:2]1[CH:7]=[C:6]([CH2:8][N:9]2[C:13]([CH3:14])=[CH:12][C:11]([C:15]([O:17][CH2:18][CH3:19])=[O:16])=[N:10]2)[C:5]2[O:20][C:29]([C:24]3[CH:25]=[CH:26][CH:27]=[CH:28][C:23]=3[Cl:22])=[CH:30][C:4]=2[CH:3]=1. Given the reactants [Cl:1][C:2]1[CH:3]=[C:4](I)[C:5]([OH:20])=[C:6]([CH2:8][N:9]2[C:13]([CH3:14])=[CH:12][C:11]([C:15]([O:17][CH2:18][CH3:19])=[O:16])=[N:10]2)[CH:7]=1.[Cl:22][C:23]1[CH:28]=[CH:27][CH:26]=[CH:25][C:24]=1[C:29]#[CH:30].CCN(CC)CC, predict the reaction product. (5) Given the reactants Cl[C:2]1[N:7]=[CH:6][NH:5][C:4]2=[N:8][CH:9]=[CH:10][C:3]=12.[CH3:11][N:12]([CH:20]1[CH2:25][CH2:24][NH:23][CH2:22][CH2:21]1)[C:13](=[O:19])[O:14][C:15]([CH3:18])([CH3:17])[CH3:16], predict the reaction product. The product is: [CH3:11][N:12]([CH:20]1[CH2:21][CH2:22][N:23]([C:2]2[C:3]3[CH:10]=[CH:9][NH:8][C:4]=3[N:5]=[CH:6][N:7]=2)[CH2:24][CH2:25]1)[C:13](=[O:19])[O:14][C:15]([CH3:18])([CH3:16])[CH3:17].